Dataset: Catalyst prediction with 721,799 reactions and 888 catalyst types from USPTO. Task: Predict which catalyst facilitates the given reaction. Reactant: [CH3:1][S:2][C:3]1[CH:10]=[CH:9][C:6]([C:7]#[N:8])=[CH:5][CH:4]=1.P([S-])(OCC)(OCC)=[S:12].O. Product: [CH3:1][S:2][C:3]1[CH:10]=[CH:9][C:6]([C:7]([NH2:8])=[S:12])=[CH:5][CH:4]=1. The catalyst class is: 601.